From a dataset of Reaction yield outcomes from USPTO patents with 853,638 reactions. Predict the reaction yield, written as a fraction of the theoretical maximum amount of product (1.0 means a 100% yield; for example, 0.34 means a 34% yield). (1) The reactants are [CH2:1]([O:8][CH2:9][CH:10]([C:15]1[N:20]=[C:19]([C:21]([NH:23][CH2:24][C:25]2[CH:30]=[CH:29][C:28]([F:31])=[CH:27][CH:26]=2)=[O:22])[C:18]([OH:32])=[C:17]([OH:33])[N:16]=1)[NH:11][CH2:12][CH2:13]Cl)[C:2]1[CH:7]=[CH:6][CH:5]=[CH:4][CH:3]=1.CC(C)([O-])C.[K+].FC(F)(F)C(O)=O. The yield is 0.850. The catalyst is O1CCOCC1. The product is [CH2:1]([O:8][CH2:9][CH:10]1[C:15]2=[N:20][C:19]([C:21]([NH:23][CH2:24][C:25]3[CH:30]=[CH:29][C:28]([F:31])=[CH:27][CH:26]=3)=[O:22])=[C:18]([OH:32])[C:17](=[O:33])[N:16]2[CH2:13][CH2:12][NH:11]1)[C:2]1[CH:7]=[CH:6][CH:5]=[CH:4][CH:3]=1. (2) The reactants are Br[C:2]1[CH:3]=[C:4]([C:8]2[C:9]([CH3:26])=[C:10]([C:14]([N:16]3[CH2:20][CH2:19][CH:18]([N:21]([CH2:24][CH3:25])[CH2:22][CH3:23])[CH2:17]3)=[O:15])[N:11]([CH3:13])[N:12]=2)[CH:5]=[CH:6][CH:7]=1.[O:27]1[C:31](B(O)O)=[CH:30][C:29]2[CH:35]=[CH:36][CH:37]=[CH:38][C:28]1=2. No catalyst specified. The product is [O:27]1[C:28]2[CH:38]=[CH:37][CH:36]=[CH:35][C:29]=2[CH:30]=[C:31]1[C:3]1[CH:2]=[CH:7][CH:6]=[CH:5][C:4]=1[C:8]1[C:9]([CH3:26])=[C:10]([C:14]([N:16]2[CH2:20][CH2:19][CH:18]([N:21]([CH2:24][CH3:25])[CH2:22][CH3:23])[CH2:17]2)=[O:15])[N:11]([CH3:13])[N:12]=1. The yield is 0.360.